Dataset: Forward reaction prediction with 1.9M reactions from USPTO patents (1976-2016). Task: Predict the product of the given reaction. (1) Given the reactants [CH2:1]([N:3]([CH2:6][C:7]1[S:11][C:10]([C:12]([OH:14])=O)=[CH:9][C:8]=1[CH3:15])[CH2:4][CH3:5])[CH3:2].[OH:16][C:17]1[C:26]([CH3:27])=[CH:25][C:20]([C:21]([NH:23]O)=[NH:22])=[CH:19][C:18]=1[O:28][CH3:29], predict the reaction product. The product is: [CH2:4]([N:3]([CH2:6][C:7]1[S:11][C:10]([C:12]2[O:14][N:23]=[C:21]([C:20]3[CH:25]=[C:26]([CH3:27])[C:17]([OH:16])=[C:18]([O:28][CH3:29])[CH:19]=3)[N:22]=2)=[CH:9][C:8]=1[CH3:15])[CH2:1][CH3:2])[CH3:5]. (2) Given the reactants [NH2:1][CH2:2][C:3]1[CH:15]=[CH:14][C:6]([O:7][CH2:8][CH2:9][C:10]([O:12][CH3:13])=[O:11])=[CH:5][CH:4]=1.CCN(C(C)C)C(C)C.[C:25]([O:29][C:30]([NH:32][CH2:33][C:34]1[CH:42]=[CH:41][C:37]([C:38](O)=[O:39])=[CH:36][CH:35]=1)=[O:31])([CH3:28])([CH3:27])[CH3:26].CN(C(ON1N=NC2C=CC=NC1=2)=[N+](C)C)C.F[P-](F)(F)(F)(F)F, predict the reaction product. The product is: [C:25]([O:29][C:30]([NH:32][CH2:33][C:34]1[CH:35]=[CH:36][C:37]([C:38]([NH:1][CH2:2][C:3]2[CH:15]=[CH:14][C:6]([O:7][CH2:8][CH2:9][C:10]([O:12][CH3:13])=[O:11])=[CH:5][CH:4]=2)=[O:39])=[CH:41][CH:42]=1)=[O:31])([CH3:28])([CH3:26])[CH3:27].